Regression/Classification. Given a drug SMILES string, predict its absorption, distribution, metabolism, or excretion properties. Task type varies by dataset: regression for continuous measurements (e.g., permeability, clearance, half-life) or binary classification for categorical outcomes (e.g., BBB penetration, CYP inhibition). Dataset: cyp3a4_veith. From a dataset of CYP3A4 inhibition data for predicting drug metabolism from PubChem BioAssay. (1) The result is 0 (non-inhibitor). The molecule is CCOc1ccccc1Oc1coc2cc(OC)ccc2c1=O. (2) The compound is O=C(CSc1ccc(Cl)cc1)Nc1cccc(NC(=O)c2ccco2)c1. The result is 0 (non-inhibitor). (3) The molecule is CC(C)(C)c1ccc(S(=O)(=O)/C=C\C#N)cc1. The result is 1 (inhibitor). (4) The compound is NNC(=O)c1ccc[n+](CCc2ccccc2)c1. The result is 0 (non-inhibitor). (5) The compound is O=C1N[C@@]2(CN3CCC2CC3)C(=O)N1CN(Cc1ccccc1)c1ccccc1. The result is 0 (non-inhibitor).